Task: Predict the reaction yield, written as a fraction of the theoretical maximum amount of product (1.0 means a 100% yield; for example, 0.34 means a 34% yield).. Dataset: Reaction yield outcomes from USPTO patents with 853,638 reactions The reactants are [NH2:1][C@@H:2]([CH3:18])[CH2:3][N:4]1[CH:8]=[CH:7][C:6]([C:9]2[CH:16]=[CH:15][C:12]([C:13]#[N:14])=[C:11]([Cl:17])[CH:10]=2)=[N:5]1.[CH2:19]([O:21][CH:22]([C:24]1[S:25][CH:26]=[C:27]([C:29](O)=[O:30])[N:28]=1)[CH3:23])[CH3:20]. No catalyst specified. The product is [Cl:17][C:11]1[CH:10]=[C:9]([C:6]2[CH:7]=[CH:8][N:4]([CH2:3][C@@H:2]([NH:1][C:29]([C:27]3[N:28]=[C:24]([CH:22]([O:21][CH2:19][CH3:20])[CH3:23])[S:25][CH:26]=3)=[O:30])[CH3:18])[N:5]=2)[CH:16]=[CH:15][C:12]=1[C:13]#[N:14]. The yield is 0.317.